Dataset: Forward reaction prediction with 1.9M reactions from USPTO patents (1976-2016). Task: Predict the product of the given reaction. (1) Given the reactants Cl[C:2]1[N:3]=[C:4]([N:13]2[CH2:18][CH2:17][O:16][CH2:15][CH2:14]2)[C:5]2[N:11]=[C:10]([CH3:12])[CH:9]=[CH:8][C:6]=2[N:7]=1.[NH:19]1[CH:23]=[CH:22][N:21]=[CH:20]1.C(=O)([O-])[O-].[K+].[K+], predict the reaction product. The product is: [N:19]1([C:2]2[N:3]=[C:4]([N:13]3[CH2:18][CH2:17][O:16][CH2:15][CH2:14]3)[C:5]3[N:11]=[C:10]([CH3:12])[CH:9]=[CH:8][C:6]=3[N:7]=2)[CH:23]=[CH:22][N:21]=[CH:20]1. (2) Given the reactants C(O[C:4]1[C:5](=[O:16])[C:6](=[O:15])[C:7]=1[NH:8][C:9]1[CH:10]=[N:11][CH:12]=[CH:13][CH:14]=1)C.[N:17]1([CH2:23][CH2:24][O:25][C:26]2[CH:39]=[CH:38][C:29]([O:30][CH2:31][CH2:32][CH2:33][CH2:34][CH2:35][CH2:36][NH2:37])=[CH:28][CH:27]=2)[CH2:22][CH2:21][O:20][CH2:19][CH2:18]1, predict the reaction product. The product is: [N:17]1([CH2:23][CH2:24][O:25][C:26]2[CH:39]=[CH:38][C:29]([O:30][CH2:31][CH2:32][CH2:33][CH2:34][CH2:35][CH2:36][NH:37][C:4]3[C:5](=[O:16])[C:6](=[O:15])[C:7]=3[NH:8][C:9]3[CH:10]=[N:11][CH:12]=[CH:13][CH:14]=3)=[CH:28][CH:27]=2)[CH2:22][CH2:21][O:20][CH2:19][CH2:18]1. (3) Given the reactants [C:1]1([C:38]2[CH:43]=[CH:42][CH:41]=[CH:40][CH:39]=2)[CH:6]=[CH:5][C:4]([C:7]2[N:12]=[C:11]3[C:13]([CH:34]4[CH2:36][CH2:35]4)=[C:14]([O:24][C@H:25]4[C@H:29]5[O:30][CH2:31][C@@H:32]([OH:33])[C@H:28]5[O:27][CH2:26]4)[N:15]([CH2:16][O:17]CC[Si](C)(C)C)[C:10]3=[CH:9][C:8]=2[Cl:37])=[CH:3][CH:2]=1.Cl, predict the reaction product. The product is: [C:1]1([C:38]2[CH:43]=[CH:42][CH:41]=[CH:40][CH:39]=2)[CH:2]=[CH:3][C:4]([C:7]2[N:12]=[C:11]3[C:13]([CH:34]4[CH2:36][CH2:35]4)=[C:14]([O:24][C@H:25]4[C@H:29]5[O:30][CH2:31][C@@H:32]([OH:33])[C@H:28]5[O:27][CH2:26]4)[N:15]([CH2:16][OH:17])[C:10]3=[CH:9][C:8]=2[Cl:37])=[CH:5][CH:6]=1. (4) Given the reactants [CH3:1][N:2]([CH:4]=[O:5])C.O=P(Cl)(Cl)Cl.[CH3:11][N:12]1[C:16]([CH3:17])=[CH:15][C:14](=[O:18])N1C.[OH-].[Na+], predict the reaction product. The product is: [CH3:11][N:12]1[C:16]([CH3:17])=[C:15]([CH:14]=[O:18])[C:4](=[O:5])[N:2]1[CH3:1]. (5) Given the reactants [C:1]([O:5][C:6](=[O:19])[NH:7][C@@H:8]([C:11]1[CH:16]=[CH:15][CH:14]=[C:13]([Cl:17])[C:12]=1[F:18])[CH2:9][OH:10])([CH3:4])([CH3:3])[CH3:2].C(N(CC)CC)C.[S:27](Cl)([CH3:30])(=[O:29])=[O:28], predict the reaction product. The product is: [C:1]([O:5][C:6]([NH:7][C@@H:8]([C:11]1[CH:16]=[CH:15][CH:14]=[C:13]([Cl:17])[C:12]=1[F:18])[CH2:9][O:10][S:27]([CH3:30])(=[O:29])=[O:28])=[O:19])([CH3:4])([CH3:2])[CH3:3]. (6) Given the reactants [O:1]1[C:5]([C:6]2[CH:30]=[CH:29][C:9]([CH2:10][N:11]3[C:27](=[O:28])[N:14]4[N:15]=[CH:16][C:17]([C:20]5[CH:25]=[CH:24][C:23]([Cl:26])=[CH:22][CH:21]=5)=[C:18](Cl)[C:13]4=[N:12]3)=[CH:8][CH:7]=2)=[CH:4][CH:3]=[N:2]1.[NH:31]1[CH:35]=[CH:34][N:33]=[CH:32]1, predict the reaction product. The product is: [O:1]1[C:5]([C:6]2[CH:7]=[CH:8][C:9]([CH2:10][N:11]3[C:27](=[O:28])[N:14]4[N:15]=[CH:16][C:17]([C:20]5[CH:21]=[CH:22][C:23]([Cl:26])=[CH:24][CH:25]=5)=[C:18]([N:31]5[CH:35]=[CH:34][N:33]=[CH:32]5)[C:13]4=[N:12]3)=[CH:29][CH:30]=2)=[CH:4][CH:3]=[N:2]1. (7) Given the reactants Cl[C:2]1[N:7]2[N:8]=[C:9]([CH3:11])[CH:10]=[C:6]2[N:5]=[C:4]([NH2:12])[CH:3]=1.B(O)(O)[C:14]1[CH:15]=[CH:16][C:17]([CH3:20])=[CH:18][CH:19]=1, predict the reaction product. The product is: [CH3:11][C:9]1[CH:10]=[C:6]2[N:5]=[C:4]([NH2:12])[CH:3]=[C:2]([C:14]3[CH:19]=[CH:18][C:17]([CH3:20])=[CH:16][CH:15]=3)[N:7]2[N:8]=1. (8) Given the reactants [CH3:1][C@@H:2]1[CH2:6][C:5]2[CH:7]=[C:8]([CH3:11])[CH:9]=[CH:10][C:4]=2[O:3]1.[N:12]([O-:14])=[O:13].[Na+], predict the reaction product. The product is: [CH3:1][C@@H:2]1[CH2:6][C:5]2[CH:7]=[C:8]([CH3:11])[CH:9]=[C:10]([N+:12]([O-:14])=[O:13])[C:4]=2[O:3]1.